Predict the reactants needed to synthesize the given product. From a dataset of Full USPTO retrosynthesis dataset with 1.9M reactions from patents (1976-2016). (1) Given the product [CH3:16][N:14]([CH3:15])[C:11]1[CH:10]=[CH:9][C:8]([NH:7][C:4]2[C:3]([C:17]([NH2:19])=[O:18])=[C:2]([NH:1][CH2:24][C:23]3[CH:26]=[C:27]([CH3:30])[C:28]([OH:29])=[C:21]([CH3:20])[CH:22]=3)[NH:6][N:5]=2)=[CH:13][CH:12]=1, predict the reactants needed to synthesize it. The reactants are: [NH2:1][C:2]1[NH:6][N:5]=[C:4]([NH:7][C:8]2[CH:13]=[CH:12][C:11]([N:14]([CH3:16])[CH3:15])=[CH:10][CH:9]=2)[C:3]=1[C:17]([NH2:19])=[O:18].[CH3:20][C:21]1[CH:22]=[C:23]([CH:26]=[C:27]([CH3:30])[C:28]=1[OH:29])[CH:24]=O.CN(C=O)C.[BH4-].[Na+]. (2) Given the product [CH3:10][C:2]([NH:11][C:12](=[O:15])[CH2:13][CH3:14])([CH3:1])[CH2:3][C:4]1[CH:5]=[CH:6][C:7]([N+:16]([O-:18])=[O:17])=[CH:8][CH:9]=1, predict the reactants needed to synthesize it. The reactants are: [CH3:1][C:2]([NH:11][C:12](=[O:15])[CH2:13][CH3:14])([CH3:10])[CH2:3][C:4]1[CH:9]=[CH:8][CH:7]=[CH:6][CH:5]=1.[N+:16]([O-])([O-:18])=[O:17].[K+]. (3) Given the product [CH3:11][C:9]1([CH3:10])[C:5]2[CH:4]=[N:43][C:42]([NH:41][C:39]3[CH:38]=[CH:37][N:36]=[C:35]([CH3:34])[CH:40]=3)=[N:44][C:6]=2[CH:7]([C:22]([O:24][CH3:25])=[O:23])[N:8]1[C:12]([O:14][CH2:15][C:16]1[CH:21]=[CH:20][CH:19]=[CH:18][CH:17]=1)=[O:13], predict the reactants needed to synthesize it. The reactants are: CN(/[CH:4]=[C:5]1\[C:6](=O)[CH:7]([C:22]([O:24][CH3:25])=[O:23])[N:8]([C:12]([O:14][CH2:15][C:16]2[CH:21]=[CH:20][CH:19]=[CH:18][CH:17]=2)=[O:13])[C:9]\1([CH3:11])[CH3:10])C.FC(F)(F)C(O)=O.[CH3:34][C:35]1[CH:40]=[C:39]([NH:41][C:42]([NH2:44])=[NH:43])[CH:38]=[CH:37][N:36]=1.C([O-])(=O)C.[K+].CN(C=O)C.